From a dataset of Merck oncology drug combination screen with 23,052 pairs across 39 cell lines. Regression. Given two drug SMILES strings and cell line genomic features, predict the synergy score measuring deviation from expected non-interaction effect. (1) Drug 1: CN(C)C(=N)N=C(N)N. Drug 2: NC1(c2ccc(-c3nc4ccn5c(=O)[nH]nc5c4cc3-c3ccccc3)cc2)CCC1. Cell line: ZR751. Synergy scores: synergy=-7.11. (2) Drug 1: O=C(O)C1(Cc2cccc(Nc3nccs3)n2)CCC(Oc2cccc(Cl)c2F)CC1. Drug 2: Cn1c(=O)n(-c2ccc(C(C)(C)C#N)cc2)c2c3cc(-c4cnc5ccccc5c4)ccc3ncc21. Cell line: EFM192B. Synergy scores: synergy=19.2.